This data is from Full USPTO retrosynthesis dataset with 1.9M reactions from patents (1976-2016). The task is: Predict the reactants needed to synthesize the given product. (1) Given the product [NH2:7][CH2:8][CH2:9][C:10]([NH:11][CH2:12][CH2:13][F:14])=[O:15].[F:17][C:18]([F:23])([F:22])[C:19]([O-:21])=[O:20], predict the reactants needed to synthesize it. The reactants are: C(OC(=O)[NH:7][CH2:8][CH2:9][C:10](=[O:15])[NH:11][CH2:12][CH2:13][F:14])(C)(C)C.[F:17][C:18]([F:23])([F:22])[C:19]([OH:21])=[O:20]. (2) The reactants are: Cl.[F:2][C:3]1[CH:8]=[C:7]([F:9])[CH:6]=[CH:5][C:4]=1[N:10]1[CH:14]([C:15]2[CH:20]=[CH:19][C:18]([N:21]3[CH2:27][CH2:26][CH2:25][NH:24][CH2:23][CH2:22]3)=[CH:17][CH:16]=2)[CH2:13][C:12]([C:28]([C:34]([F:37])([F:36])[F:35])([C:30]([F:33])([F:32])[F:31])[OH:29])=[N:11]1.[CH3:38][N:39]([CH3:44])[S:40](Cl)(=[O:42])=[O:41]. Given the product [F:2][C:3]1[CH:8]=[C:7]([F:9])[CH:6]=[CH:5][C:4]=1[N:10]1[CH:14]([C:15]2[CH:16]=[CH:17][C:18]([N:21]3[CH2:27][CH2:26][CH2:25][N:24]([S:40](=[O:42])(=[O:41])[N:39]([CH3:44])[CH3:38])[CH2:23][CH2:22]3)=[CH:19][CH:20]=2)[CH2:13][C:12]([C:28]([C:34]([F:35])([F:36])[F:37])([C:30]([F:31])([F:33])[F:32])[OH:29])=[N:11]1, predict the reactants needed to synthesize it. (3) Given the product [CH3:1][O:2][C:3](=[O:19])[CH2:4][C@H:5]([N:7]1[C:16](=[O:17])[C:15]2[C:10](=[CH:11][CH:12]=[CH:13][CH:14]=2)[N:9]([CH2:21][C:22]2[C:26]3[C:27]([CH3:32])=[CH:28][C:29]([CH3:31])=[CH:30][C:25]=3[S:24][N:23]=2)[C:8]1=[O:18])[CH3:6], predict the reactants needed to synthesize it. The reactants are: [CH3:1][O:2][C:3](=[O:19])[CH2:4][C@H:5]([N:7]1[C:16](=[O:17])[C:15]2[C:10](=[CH:11][CH:12]=[CH:13][CH:14]=2)[NH:9][C:8]1=[O:18])[CH3:6].Br[CH2:21][C:22]1[C:26]2[C:27]([CH3:32])=[CH:28][C:29]([CH3:31])=[CH:30][C:25]=2[S:24][N:23]=1.C(=O)([O-])[O-].[K+].[K+].CN(C=O)C. (4) Given the product [CH3:23][N:22]([CH3:24])[CH2:21][CH2:20][O:19][C:16]1[CH:17]=[CH:18][C:13]([C:9]2[N:8]=[C:7]([NH2:29])[CH:12]=[CH:11][CH:10]=2)=[C:14]([CH3:26])[C:15]=1[CH3:25], predict the reactants needed to synthesize it. The reactants are: CC1NC(C)=CC=1[C:7]1[CH:12]=[CH:11][CH:10]=[C:9]([C:13]2[CH:18]=[CH:17][C:16]([O:19][CH2:20][CH2:21][N:22]([CH3:24])[CH3:23])=[C:15]([CH3:25])[C:14]=2[CH3:26])[N:8]=1.Cl.[NH2:29]O.C(O)C.Cl. (5) Given the product [CH3:15][N:16]([CH3:17])[C:6]1[CH:5]=[C:4]2[C:9](=[CH:8][CH:7]=1)[NH:1][C:2]([C:10]([OH:12])=[O:11])=[CH:3]2, predict the reactants needed to synthesize it. The reactants are: [NH:1]1[C:9]2[C:4](=[CH:5][CH:6]=[CH:7][CH:8]=2)[CH:3]=[C:2]1[C:10]([OH:12])=[O:11].C([C:15]1[NH:16][C:17]2C(C=1)=CC(N(C)C)=CC=2)C.[Li+].[OH-].Cl. (6) The reactants are: [SH:1][C:2]1[S:3][C:4]2[CH2:14][CH2:13][C:12]3[C:7](=[CH:8][CH:9]=[CH:10][C:11]=3[O:15][CH2:16][C:17]([O:19]CC)=[O:18])[C:5]=2[N:6]=1.Br[CH2:23][CH:24]=[CH:25][C:26]1[CH:31]=[CH:30][CH:29]=[CH:28][CH:27]=1. Given the product [C:26]1([CH:25]=[CH:24][CH2:23][S:1][C:2]2[S:3][C:4]3[CH2:14][CH2:13][C:12]4[C:7](=[CH:8][CH:9]=[CH:10][C:11]=4[O:15][CH2:16][C:17]([OH:19])=[O:18])[C:5]=3[N:6]=2)[CH:31]=[CH:30][CH:29]=[CH:28][CH:27]=1, predict the reactants needed to synthesize it.